From a dataset of Forward reaction prediction with 1.9M reactions from USPTO patents (1976-2016). Predict the product of the given reaction. (1) Given the reactants [F:1][C:2]1[C:3]([NH:10][CH2:11][CH:12]2[CH2:17][CH2:16][O:15][CH2:14][CH2:13]2)=[N:4][C:5]([O:8]C)=[CH:6][CH:7]=1.[I-].[Na+].Cl[Si](C)(C)C, predict the reaction product. The product is: [F:1][C:2]1[CH:7]=[CH:6][C:5]([OH:8])=[N:4][C:3]=1[NH:10][CH2:11][CH:12]1[CH2:17][CH2:16][O:15][CH2:14][CH2:13]1. (2) Given the reactants [H-].[Na+].C(O[C:6](=O)[CH2:7][C@@H:8]([N:10]([CH2:17][C:18]1[CH:23]=[CH:22][CH:21]=[CH:20][CH:19]=1)[CH2:11][C:12]([O:14]CC)=O)C)C.[CH2:25](O)C, predict the reaction product. The product is: [CH2:17]([N:10]1[CH2:8][C@@H:7]([CH3:6])[CH2:25][C:12](=[O:14])[CH2:11]1)[C:18]1[CH:19]=[CH:20][CH:21]=[CH:22][CH:23]=1. (3) Given the reactants [C:1]1([CH2:7][CH2:8][C:9]([NH:11][CH2:12][C:13]([OH:15])=O)=[O:10])[CH:6]=[CH:5][CH:4]=[CH:3][CH:2]=1.Cl.[Cl:17][C:18]1[CH:23]=[CH:22][C:21]([C:24]([F:27])([F:26])[F:25])=[CH:20][C:19]=1[CH:28]([NH2:35])[C:29]1[CH:34]=[CH:33][CH:32]=[CH:31][CH:30]=1, predict the reaction product. The product is: [Cl:17][C:18]1[CH:23]=[CH:22][C:21]([C:24]([F:26])([F:27])[F:25])=[CH:20][C:19]=1[CH:28]([NH:35][C:13]([CH2:12][NH:11][C:9](=[O:10])[CH2:8][CH2:7][C:1]1[CH:2]=[CH:3][CH:4]=[CH:5][CH:6]=1)=[O:15])[C:29]1[CH:30]=[CH:31][CH:32]=[CH:33][CH:34]=1. (4) Given the reactants [CH2:1]([O:8][CH2:9][CH:10]([OH:12])[CH3:11])[C:2]1[CH:7]=[CH:6][CH:5]=[CH:4][CH:3]=1.[CH3:13][S:14](Cl)(=[O:16])=[O:15], predict the reaction product. The product is: [CH3:13][S:14]([O:12][CH:10]([CH3:11])[CH2:9][O:8][CH2:1][C:2]1[CH:7]=[CH:6][CH:5]=[CH:4][CH:3]=1)(=[O:16])=[O:15]. (5) The product is: [Br:32][C:33]1[CH:40]=[CH:39][C:36]([CH2:37][O:12][CH:11]2[CH2:13][O:14][CH:1]([C:2]3[CH:7]=[CH:6][CH:5]=[CH:4][CH:3]=3)[O:9][CH2:10]2)=[CH:35][CH:34]=1. Given the reactants [CH:1](=O)[C:2]1[CH:7]=[CH:6][CH:5]=[CH:4][CH:3]=1.[OH:9][CH2:10][CH:11]([CH2:13][OH:14])[OH:12].C12(CS(O)(=O)=O)C(C)(C)C(CC1)CC2=O.[H-].[Na+].[Br:32][C:33]1[CH:40]=[CH:39][C:36]([CH2:37]Br)=[CH:35][CH:34]=1, predict the reaction product.